This data is from Reaction yield outcomes from USPTO patents with 853,638 reactions. The task is: Predict the reaction yield, written as a fraction of the theoretical maximum amount of product (1.0 means a 100% yield; for example, 0.34 means a 34% yield). The reactants are [CH2:1]([O:8][C:9]([N:11]1[CH2:16][CH2:15][N:14]([C:17]2[CH:22]=[C:21]([CH3:23])[CH:20]=[CH:19][C:18]=2[N+:24]([O-])=O)[CH2:13][CH2:12]1)=[O:10])[C:2]1[CH:7]=[CH:6][CH:5]=[CH:4][CH:3]=1.Cl[Sn]Cl.O. The catalyst is C(O)C. The product is [CH2:1]([O:8][C:9]([N:11]1[CH2:12][CH2:13][N:14]([C:17]2[CH:22]=[C:21]([CH3:23])[CH:20]=[CH:19][C:18]=2[NH2:24])[CH2:15][CH2:16]1)=[O:10])[C:2]1[CH:7]=[CH:6][CH:5]=[CH:4][CH:3]=1. The yield is 0.916.